This data is from Catalyst prediction with 721,799 reactions and 888 catalyst types from USPTO. The task is: Predict which catalyst facilitates the given reaction. Reactant: [H-].[Na+].[CH3:3][CH:4]1[CH2:9][CH2:8][N:7]([C:10]([C:12]2[CH:20]=[CH:19][C:18]3[NH:17][C:16]4[CH2:21][CH2:22][N:23]([C:25]([O:27][C:28]([CH3:31])([CH3:30])[CH3:29])=[O:26])[CH2:24][C:15]=4[C:14]=3[CH:13]=2)=[O:11])[CH2:6][CH2:5]1.[CH2:32]([S:34](Cl)(=[O:36])=[O:35])[CH3:33]. Product: [CH2:32]([S:34]([N:17]1[C:18]2[CH:19]=[CH:20][C:12]([C:10]([N:7]3[CH2:8][CH2:9][CH:4]([CH3:3])[CH2:5][CH2:6]3)=[O:11])=[CH:13][C:14]=2[C:15]2[CH2:24][N:23]([C:25]([O:27][C:28]([CH3:30])([CH3:29])[CH3:31])=[O:26])[CH2:22][CH2:21][C:16]1=2)(=[O:36])=[O:35])[CH3:33]. The catalyst class is: 3.